From a dataset of Catalyst prediction with 721,799 reactions and 888 catalyst types from USPTO. Predict which catalyst facilitates the given reaction. (1) Reactant: [C:1]([O:5][C:6]([NH:8][C@H:9]1[CH2:14][CH2:13][C@H:12]([C:15](OC)=[O:16])[C@@H:11]([O:19][CH3:20])[CH2:10]1)=[O:7])([CH3:4])([CH3:3])[CH3:2].[AlH4-].[Li+]. Product: [C:1]([O:5][C:6](=[O:7])[NH:8][C@H:9]1[CH2:14][CH2:13][C@H:12]([CH2:15][OH:16])[C@@H:11]([O:19][CH3:20])[CH2:10]1)([CH3:4])([CH3:3])[CH3:2]. The catalyst class is: 28. (2) Reactant: C1(S([N:10]2[C:18]3[C:13](=[N:14][C:15]([Cl:27])=[C:16]([C:19]4[CH:26]=[CH:25][C:22]([C:23]#[N:24])=[CH:21][CH:20]=4)[CH:17]=3)[CH:12]=[CH:11]2)(=O)=O)C=CC=CC=1.[OH-].[Na+].Cl. Product: [Cl:27][C:15]1[N:14]=[C:13]2[CH:12]=[CH:11][NH:10][C:18]2=[CH:17][C:16]=1[C:19]1[CH:26]=[CH:25][C:22]([C:23]#[N:24])=[CH:21][CH:20]=1. The catalyst class is: 92.